This data is from Catalyst prediction with 721,799 reactions and 888 catalyst types from USPTO. The task is: Predict which catalyst facilitates the given reaction. (1) Reactant: [CH3:1][C:2]1[NH:3][CH:4]=[C:5]([CH3:10])[C:6]=1[C:7]([OH:9])=O.Cl.C(N=C=NCCCN(C)C)C.ON1C2C=CC=CC=2N=N1.[CH2:33]([N:35]([CH2:39][CH3:40])[CH2:36][CH2:37][NH2:38])[CH3:34]. Product: [CH2:33]([N:35]([CH2:39][CH3:40])[CH2:36][CH2:37][NH:38][C:7]([C:6]1[C:5]([CH3:10])=[CH:4][NH:3][C:2]=1[CH3:1])=[O:9])[CH3:34]. The catalyst class is: 1. (2) Reactant: [Br:1]N1C(=O)CCC1=O.[Br:9][C:10]1[C:11]([F:17])=[N:12][CH:13]=[C:14]([CH3:16])[CH:15]=1. Product: [Br:9][C:10]1[C:11]([F:17])=[N:12][CH:13]=[C:14]([CH2:16][Br:1])[CH:15]=1. The catalyst class is: 340. (3) Reactant: CSC1N=NC(C(NC(=O)OC(C)(C)C)C)=CN=1.[CH3:19][O:20][C:21]1[CH:22]=[C:23]([NH:31][C:32]2[N:33]=[N:34][C:35]([CH:38]([NH:40]C(=O)OC(C)(C)C)[CH3:39])=[CH:36][N:37]=2)[CH:24]=[C:25]([O:29][CH3:30])[C:26]=1[O:27][CH3:28].[ClH:48]. Product: [ClH:48].[NH2:40][CH:38]([C:35]1[N:34]=[N:33][C:32]([NH:31][C:23]2[CH:22]=[C:21]([O:20][CH3:19])[C:26]([O:27][CH3:28])=[C:25]([O:29][CH3:30])[CH:24]=2)=[N:37][CH:36]=1)[CH3:39]. The catalyst class is: 71. (4) Reactant: [F:1][C:2]([F:12])([F:11])[C:3]1[CH:8]=[CH:7][C:6]([CH2:9][OH:10])=[CH:5][CH:4]=1.[Cl:13][C:14]([Cl:38])([Cl:37])[CH2:15][O:16][C:17](=[O:36])[C:18]1[CH:23]=[CH:22][CH:21]=[CH:20][C:19]=1[CH2:24][S:25][C:26]1[CH:31]=[CH:30][CH:29]=[C:28]([CH2:32][C:33](O)=[O:34])[CH:27]=1.C(Cl)CCl.Cl. Product: [Cl:38][C:14]([Cl:13])([Cl:37])[CH2:15][O:16][C:17](=[O:36])[C:18]1[CH:23]=[CH:22][CH:21]=[CH:20][C:19]=1[CH2:24][S:25][C:26]1[CH:31]=[CH:30][CH:29]=[C:28]([CH2:32][C:33]([O:10][CH2:9][C:6]2[CH:5]=[CH:4][C:3]([C:2]([F:11])([F:12])[F:1])=[CH:8][CH:7]=2)=[O:34])[CH:27]=1. The catalyst class is: 79. (5) Reactant: [N-:1]=[N+:2]=[N-:3].[Na+].CC1C=CC(S(O[CH2:16][CH2:17][N:18]2[CH:22]=[C:21]([C:23]3[CH:28]=[CH:27][CH:26]=[CH:25][CH:24]=3)[CH:20]=[C:19]2[CH3:29])(=O)=O)=CC=1. Product: [N:1]([CH2:16][CH2:17][N:18]1[CH:22]=[C:21]([C:23]2[CH:28]=[CH:27][CH:26]=[CH:25][CH:24]=2)[CH:20]=[C:19]1[CH3:29])=[N+:2]=[N-:3]. The catalyst class is: 9. (6) Reactant: C(Cl)(=O)C(C)(C)C.[CH3:8][O:9][C:10]([C:12]1[CH:13]=[C:14]([CH:20]=[CH:21][CH:22]=1)[O:15][CH2:16][C:17]([OH:19])=O)=[O:11].C(N(CC)CC)C.[CH3:30][O:31][C:32]1[CH:37]=[C:36]([O:38][C:39]2[CH:40]=[C:41]([NH:46][CH3:47])[C:42]([NH2:45])=[CH:43][CH:44]=2)[CH:35]=[CH:34][N:33]=1. Product: [CH3:30][O:31][C:32]1[CH:37]=[C:36]([O:38][C:39]2[CH:44]=[CH:43][C:42]([NH:45][C:17](=[O:19])[CH2:16][O:15][C:14]3[CH:13]=[C:12]([CH:22]=[CH:21][CH:20]=3)[C:10]([O:9][CH3:8])=[O:11])=[C:41]([NH:46][CH3:47])[CH:40]=2)[CH:35]=[CH:34][N:33]=1. The catalyst class is: 4.